This data is from Forward reaction prediction with 1.9M reactions from USPTO patents (1976-2016). The task is: Predict the product of the given reaction. (1) Given the reactants [CH:1]1([CH2:6][C:7]([OH:9])=O)[CH2:5][CH2:4][CH2:3][CH2:2]1.Cl.C[O:12][C:13](=[O:17])[C@H:14]([CH3:16])[NH2:15], predict the reaction product. The product is: [CH:1]1([CH2:6][C:7]([NH:15][C@H:14]([C:13]([OH:17])=[O:12])[CH3:16])=[O:9])[CH2:2][CH2:3][CH2:4][CH2:5]1. (2) Given the reactants [Br:1][C:2]1[CH:3]=[C:4]([C:10](=[O:15])[C:11]([F:14])([F:13])[F:12])[CH:5]=[C:6]([Br:9])[C:7]=1[F:8].[Cl:16][C:17]1[CH:18]=[C:19]([C:24](=[O:26])[CH3:25])[CH:20]=[CH:21][C:22]=1[CH3:23], predict the reaction product. The product is: [Cl:16][C:17]1[CH:18]=[C:19]([C:24](=[O:26])[CH2:25][C:10]([C:4]2[CH:3]=[C:2]([Br:1])[C:7]([F:8])=[C:6]([Br:9])[CH:5]=2)([OH:15])[C:11]([F:14])([F:12])[F:13])[CH:20]=[CH:21][C:22]=1[CH3:23].